The task is: Predict the product of the given reaction.. This data is from Forward reaction prediction with 1.9M reactions from USPTO patents (1976-2016). (1) Given the reactants [CH3:1][O:2][C:3]1[CH:4]=[CH:5][C:6]([CH2:11][C@@H:12]2[C@@H:17]([CH2:18][C:19]3[CH:20]=[CH:21][C:22]([OH:27])=[C:23]([O:25][CH3:26])[CH:24]=3)[C:15](=[O:16])[O:14][CH2:13]2)=[CH:7][C:8]=1[O:9][CH3:10].[C:28]([OH:35])(=[O:34])[CH2:29][CH2:30][CH2:31][CH2:32][CH3:33].O, predict the reaction product. The product is: [CH3:1][O:2][C:3]1[CH:4]=[CH:5][C:6]([CH2:11][C@@H:12]2[C@@H:17]([CH2:18][C:19]3[CH:20]=[CH:21][C:22]([OH:27])=[C:23]([O:25][CH3:26])[CH:24]=3)[C:15](=[O:16])[O:14][CH2:13]2)=[CH:7][C:8]=1[O:9][CH3:10].[C:28]([O-:35])(=[O:34])[CH2:29][CH2:30][CH2:31][CH2:32][CH3:33]. (2) Given the reactants [NH2:1][C:2]1[CH:7]=[C:6]([CH3:8])[C:5]([N+:9]([O-:11])=[O:10])=[CH:4][N:3]=1.[CH3:12][C:13]([O:16][C:17](O[C:17]([O:16][C:13]([CH3:15])([CH3:14])[CH3:12])=[O:18])=[O:18])([CH3:15])[CH3:14], predict the reaction product. The product is: [CH3:8][C:6]1[C:5]([N+:9]([O-:11])=[O:10])=[CH:4][N:3]=[C:2]([N:1]([C:17]([O:16][C:13]([CH3:15])([CH3:14])[CH3:12])=[O:18])[C:17]([O:16][C:13]([CH3:15])([CH3:14])[CH3:12])=[O:18])[CH:7]=1. (3) Given the reactants Cl.[NH2:2][C:3]1[CH:4]=[CH:5][C:6]([C@H:9]2[CH2:14][CH2:13][C@H:12]([CH2:15][C:16]([O:18][CH3:19])=[O:17])[CH2:11][CH2:10]2)=[N:7][CH:8]=1.C(N(CC)CC)C.Cl[C:28](=[O:33])[C:29]([O:31][CH3:32])=[O:30], predict the reaction product. The product is: [CH3:19][O:18][C:16](=[O:17])[CH2:15][C@H:12]1[CH2:11][CH2:10][C@H:9]([C:6]2[N:7]=[CH:8][C:3]([NH:2][C:28](=[O:33])[C:29]([O:31][CH3:32])=[O:30])=[CH:4][CH:5]=2)[CH2:14][CH2:13]1. (4) Given the reactants [CH3:1][C:2]1[CH:3]=[C:4]([C:7]2[CH:11]=[CH:10][NH:9][N:8]=2)[S:5][CH:6]=1.[H-].[Na+].[CH2:14](I)[CH2:15][CH3:16].O, predict the reaction product. The product is: [CH3:1][C:2]1[CH:3]=[C:4]([C:7]2[CH:11]=[CH:10][N:9]([CH2:14][CH2:15][CH3:16])[N:8]=2)[S:5][CH:6]=1.[CH3:1][C:2]1[CH:3]=[C:4]([C:7]2[N:8]([CH2:14][CH2:15][CH3:16])[N:9]=[CH:10][CH:11]=2)[S:5][CH:6]=1. (5) The product is: [F:38][CH:37]([F:39])[CH2:36][N:8]1[C:7](=[O:28])[N:6]([CH2:5][C:4]2[CH:29]=[CH:30][C:31]([O:33][CH3:34])=[CH:32][C:3]=2[O:2][CH3:1])[C:10]([C:11]2[C:19]3[C:14](=[N:15][CH:16]=[CH:17][CH:18]=3)[N:13]([CH2:20][C:21]3[CH:26]=[CH:25][CH:24]=[CH:23][C:22]=3[F:27])[N:12]=2)=[N:9]1. Given the reactants [CH3:1][O:2][C:3]1[CH:32]=[C:31]([O:33][CH3:34])[CH:30]=[CH:29][C:4]=1[CH2:5][N:6]1[C:10]([C:11]2[C:19]3[C:14](=[N:15][CH:16]=[CH:17][CH:18]=3)[N:13]([CH2:20][C:21]3[CH:26]=[CH:25][CH:24]=[CH:23][C:22]=3[F:27])[N:12]=2)=[N:9][NH:8][C:7]1=[O:28].Br[CH2:36][CH:37]([F:39])[F:38], predict the reaction product.